Task: Predict which catalyst facilitates the given reaction.. Dataset: Catalyst prediction with 721,799 reactions and 888 catalyst types from USPTO Reactant: [CH2:1]([N:8]1[CH2:13][CH2:12][CH2:11][C@@H:10]([NH:14][CH3:15])[CH2:9]1)[C:2]1[CH:7]=[CH:6][CH:5]=[CH:4][CH:3]=1.Cl[C:17]1[N:22]=[CH:21][N:20]=[C:19]2[N:23]([CH2:26][O:27][CH2:28][CH2:29][Si:30]([CH3:33])([CH3:32])[CH3:31])[N:24]=[CH:25][C:18]=12.CCN(C(C)C)C(C)C. Product: [CH2:1]([N:8]1[CH2:13][CH2:12][CH2:11][C@@H:10]([N:14]([CH3:15])[C:17]2[N:22]=[CH:21][N:20]=[C:19]3[N:23]([CH2:26][O:27][CH2:28][CH2:29][Si:30]([CH3:33])([CH3:32])[CH3:31])[N:24]=[CH:25][C:18]=23)[CH2:9]1)[C:2]1[CH:3]=[CH:4][CH:5]=[CH:6][CH:7]=1. The catalyst class is: 31.